From a dataset of NCI-60 drug combinations with 297,098 pairs across 59 cell lines. Regression. Given two drug SMILES strings and cell line genomic features, predict the synergy score measuring deviation from expected non-interaction effect. (1) Drug 1: CCCCC(=O)OCC(=O)C1(CC(C2=C(C1)C(=C3C(=C2O)C(=O)C4=C(C3=O)C=CC=C4OC)O)OC5CC(C(C(O5)C)O)NC(=O)C(F)(F)F)O. Drug 2: C1CC(=O)NC(=O)C1N2C(=O)C3=CC=CC=C3C2=O. Cell line: HOP-62. Synergy scores: CSS=66.9, Synergy_ZIP=-2.04, Synergy_Bliss=-4.75, Synergy_Loewe=-20.5, Synergy_HSA=-6.09. (2) Drug 1: CC1=C(N=C(N=C1N)C(CC(=O)N)NCC(C(=O)N)N)C(=O)NC(C(C2=CN=CN2)OC3C(C(C(C(O3)CO)O)O)OC4C(C(C(C(O4)CO)O)OC(=O)N)O)C(=O)NC(C)C(C(C)C(=O)NC(C(C)O)C(=O)NCCC5=NC(=CS5)C6=NC(=CS6)C(=O)NCCC[S+](C)C)O. Drug 2: COC1=C2C(=CC3=C1OC=C3)C=CC(=O)O2. Cell line: UO-31. Synergy scores: CSS=21.7, Synergy_ZIP=3.68, Synergy_Bliss=4.88, Synergy_Loewe=-13.5, Synergy_HSA=3.00. (3) Drug 1: CCC1=C2CN3C(=CC4=C(C3=O)COC(=O)C4(CC)O)C2=NC5=C1C=C(C=C5)O. Drug 2: CC1=C(N=C(N=C1N)C(CC(=O)N)NCC(C(=O)N)N)C(=O)NC(C(C2=CN=CN2)OC3C(C(C(C(O3)CO)O)O)OC4C(C(C(C(O4)CO)O)OC(=O)N)O)C(=O)NC(C)C(C(C)C(=O)NC(C(C)O)C(=O)NCCC5=NC(=CS5)C6=NC(=CS6)C(=O)NCCC[S+](C)C)O. Cell line: 786-0. Synergy scores: CSS=35.3, Synergy_ZIP=-8.52, Synergy_Bliss=-4.11, Synergy_Loewe=0.694, Synergy_HSA=2.96. (4) Drug 1: CC1C(C(=O)NC(C(=O)N2CCCC2C(=O)N(CC(=O)N(C(C(=O)O1)C(C)C)C)C)C(C)C)NC(=O)C3=C4C(=C(C=C3)C)OC5=C(C(=O)C(=C(C5=N4)C(=O)NC6C(OC(=O)C(N(C(=O)CN(C(=O)C7CCCN7C(=O)C(NC6=O)C(C)C)C)C)C(C)C)C)N)C. Drug 2: COC1=NC(=NC2=C1N=CN2C3C(C(C(O3)CO)O)O)N. Cell line: HOP-92. Synergy scores: CSS=0.701, Synergy_ZIP=0.271, Synergy_Bliss=2.40, Synergy_Loewe=-7.86, Synergy_HSA=-5.95. (5) Drug 1: C1CN1P(=S)(N2CC2)N3CC3. Drug 2: C1CN1C2=NC(=NC(=N2)N3CC3)N4CC4. Cell line: TK-10. Synergy scores: CSS=10.2, Synergy_ZIP=-4.89, Synergy_Bliss=-1.17, Synergy_Loewe=-3.05, Synergy_HSA=0.674. (6) Drug 1: CC1OCC2C(O1)C(C(C(O2)OC3C4COC(=O)C4C(C5=CC6=C(C=C35)OCO6)C7=CC(=C(C(=C7)OC)O)OC)O)O. Drug 2: C(CC(=O)O)C(=O)CN.Cl. Cell line: SK-OV-3. Synergy scores: CSS=10.4, Synergy_ZIP=-5.48, Synergy_Bliss=-1.41, Synergy_Loewe=-4.65, Synergy_HSA=-0.377. (7) Drug 1: C1=CC(=CC=C1CCC2=CNC3=C2C(=O)NC(=N3)N)C(=O)NC(CCC(=O)O)C(=O)O. Drug 2: C1=NC2=C(N1)C(=S)N=C(N2)N. Cell line: HCT116. Synergy scores: CSS=52.0, Synergy_ZIP=-5.68, Synergy_Bliss=-9.08, Synergy_Loewe=-4.00, Synergy_HSA=-2.25.